From a dataset of Catalyst prediction with 721,799 reactions and 888 catalyst types from USPTO. Predict which catalyst facilitates the given reaction. Reactant: [H-].[H-].[H-].[H-].[Li+].[Al+3].C1COCC1.O=[C:13]1[CH:17]([C:18]2[C:26]3[C:21](=[C:22]([C:33](OC)=[O:34])[CH:23]=[C:24]([C:27]4[CH:32]=[CH:31][CH:30]=[CH:29][CH:28]=4)[CH:25]=3)[NH:20][CH:19]=2)[CH2:16][C:15](=O)[NH:14]1.O. Product: [C:27]1([C:24]2[CH:25]=[C:26]3[C:21](=[C:22]([CH2:33][OH:34])[CH:23]=2)[NH:20][CH:19]=[C:18]3[CH:17]2[CH2:16][CH2:15][NH:14][CH2:13]2)[CH:28]=[CH:29][CH:30]=[CH:31][CH:32]=1. The catalyst class is: 25.